From a dataset of Catalyst prediction with 721,799 reactions and 888 catalyst types from USPTO. Predict which catalyst facilitates the given reaction. (1) The catalyst class is: 247. Reactant: [C:1]([Cl:6])(=[O:5])[C:2](Cl)=[O:3].[C:7]1([C:13]2[CH:14]=[C:15]3[N:20]([CH:21]=2)[CH2:19][CH2:18][CH2:17][CH2:16]3)[CH:12]=[CH:11][CH:10]=[CH:9][CH:8]=1. Product: [O:3]=[C:2]([C:21]1[N:20]2[C:15]([CH2:16][CH2:17][CH2:18][CH2:19]2)=[CH:14][C:13]=1[C:7]1[CH:12]=[CH:11][CH:10]=[CH:9][CH:8]=1)[C:1]([Cl:6])=[O:5]. (2) Reactant: Cl[C:2]1[CH:3]=[CH:4][C:5]2[N:6]([C:8]([C:11]3[CH:16]=[CH:15][CH:14]=[C:13]([O:17][C:18]([F:21])([F:20])[F:19])[CH:12]=3)=[CH:9][N:10]=2)[N:7]=1.[NH2:22][CH:23]([CH2:26][CH3:27])[CH2:24][OH:25].CC([O-])(C)C.[Na+]. Product: [F:19][C:18]([F:21])([F:20])[O:17][C:13]1[CH:12]=[C:11]([C:8]2[N:6]3[N:7]=[C:2]([NH:22][CH:23]([CH2:26][CH3:27])[CH2:24][OH:25])[CH:3]=[CH:4][C:5]3=[N:10][CH:9]=2)[CH:16]=[CH:15][CH:14]=1. The catalyst class is: 101. (3) Reactant: [C:1]([C:3]1[CH:4]=[C:5]([NH:9][C:10](=[O:12])[CH3:11])[CH:6]=[CH:7][CH:8]=1)#[N:2].[C:13](OC)(=[O:21])[C:14]1[C:15](=[CH:17][CH:18]=[CH:19][CH:20]=1)[SH:16].C(N(CC)CC)C. Product: [O:21]=[C:13]1[C:14]2[CH:20]=[CH:19][CH:18]=[CH:17][C:15]=2[S:16][C:1]([C:3]2[CH:4]=[C:5]([NH:9][C:10](=[O:12])[CH3:11])[CH:6]=[CH:7][CH:8]=2)=[N:2]1. The catalyst class is: 11. (4) Reactant: [Cl:1][C:2]1[N:10]=[CH:9][C:8]([Cl:11])=[CH:7][C:3]=1[C:4]([OH:6])=O.ClC1C=CC(COC2C=CC(F)=CC=2F)=C(C=1)C([NH:20][C@H:21]([C:23]1[CH:32]=[CH:31][C:26]([C:27]([O:29][CH3:30])=[O:28])=[CH:25][CH:24]=1)[CH3:22])=O.C(N1C=CN=C1)(N1C=CN=C1)=O.O. Product: [Cl:1][C:2]1[C:3]([C:4]([NH:20][C@H:21]([C:23]2[CH:32]=[CH:31][C:26]([C:27]([O:29][CH3:30])=[O:28])=[CH:25][CH:24]=2)[CH3:22])=[O:6])=[CH:7][C:8]([Cl:11])=[CH:9][N:10]=1. The catalyst class is: 4. (5) Reactant: [H-].[Na+].[Br:3][C:4]1[CH:5]=[C:6]2[C:10](=[CH:11][CH:12]=1)[NH:9][CH:8]=[CH:7]2.Br[CH2:14][CH2:15][CH2:16][CH2:17][CH2:18][CH2:19][CH2:20][CH3:21]. Product: [Br:3][C:4]1[CH:5]=[C:6]2[C:10](=[CH:11][CH:12]=1)[N:9]([CH2:14][CH2:15][CH2:16][CH2:17][CH2:18][CH2:19][CH2:20][CH3:21])[CH:8]=[CH:7]2. The catalyst class is: 9. (6) Reactant: [OH:1][C:2]1[CH:3]=[C:4]([CH:7]=[CH:8][C:9]=1[OH:10])[C:5]#[N:6].CC(C)([O-])C.[K+].[CH2:17](Cl)[C:18]1[CH:23]=[CH:22][CH:21]=[CH:20][CH:19]=1.CCCCCC. Product: [CH2:17]([O:10][C:9]1[CH:8]=[CH:7][C:4]([C:5]#[N:6])=[CH:3][C:2]=1[OH:1])[C:18]1[CH:23]=[CH:22][CH:21]=[CH:20][CH:19]=1. The catalyst class is: 148. (7) Reactant: [CH3:1][S:2]([N:5]1[CH2:10][CH2:9][N:8]([C:11]2[CH:16]=[CH:15][C:14]([O:17]S(C)(=O)=O)=[CH:13][CH:12]=2)[CH2:7][CH2:6]1)(=[O:4])=[O:3].[OH-].[Na+]. The catalyst class is: 15. Product: [CH3:1][S:2]([N:5]1[CH2:6][CH2:7][N:8]([C:11]2[CH:16]=[CH:15][C:14]([OH:17])=[CH:13][CH:12]=2)[CH2:9][CH2:10]1)(=[O:3])=[O:4].